From a dataset of Catalyst prediction with 721,799 reactions and 888 catalyst types from USPTO. Predict which catalyst facilitates the given reaction. (1) Reactant: [CH3:1][N:2]1[C:10]2[C:5](=[CH:6][CH:7]=[C:8]([N:11]3[CH2:16][CH2:15][N:14]([CH2:17][CH2:18][C:19]4[CH:24]=[CH:23][CH:22]=[CH:21][CH:20]=4)[CH2:13][C:12]3=[O:25])[CH:9]=2)[C:4]2[CH2:26][CH2:27][N:28](C(OC(C)(C)C)=O)[CH2:29][C:3]1=2.[ClH:37]. Product: [ClH:37].[CH3:1][N:2]1[C:10]2[C:5](=[CH:6][CH:7]=[C:8]([N:11]3[CH2:16][CH2:15][N:14]([CH2:17][CH2:18][C:19]4[CH:24]=[CH:23][CH:22]=[CH:21][CH:20]=4)[CH2:13][C:12]3=[O:25])[CH:9]=2)[C:4]2[CH2:26][CH2:27][NH:28][CH2:29][C:3]1=2. The catalyst class is: 275. (2) Reactant: Cl[C:2]1[C:14]2[C:13]3[CH:12]=[C:11]([F:15])[CH:10]=[CH:9][C:8]=3[NH:7][C:6]=2[C:5]([C:16]#[N:17])=[CH:4][N:3]=1.[F:18][C:19]1[CH:25]=[C:24]([F:26])[CH:23]=[C:22]([F:27])[C:20]=1[NH2:21].CC(C)([O-])C.[Na+].COCCOC. Product: [F:15][C:11]1[CH:10]=[CH:9][C:8]2[NH:7][C:6]3[C:5]([C:16]#[N:17])=[CH:4][N:3]=[C:2]([NH:21][C:20]4[C:19]([F:18])=[CH:25][C:24]([F:26])=[CH:23][C:22]=4[F:27])[C:14]=3[C:13]=2[CH:12]=1. The catalyst class is: 84. (3) Reactant: [NH:1]1[C:9]2[C:4](=[CH:5][CH:6]=[CH:7][CH:8]=2)[CH:3]=[N:2]1.I[C:11]1[CH:16]=[CH:15][CH:14]=[C:13]([O:17][CH3:18])[CH:12]=1.C([O-])([O-])=O.[K+].[K+].[C@@H]1(N)CCCC[C@H]1N. Product: [CH3:18][O:17][C:13]1[CH:12]=[C:11]([N:1]2[C:9]3[C:4](=[CH:5][CH:6]=[CH:7][CH:8]=3)[CH:3]=[N:2]2)[CH:16]=[CH:15][CH:14]=1. The catalyst class is: 509. (4) Reactant: [Br:1][C:2]1[CH:3]=[C:4]([CH2:8][NH2:9])[CH:5]=[N:6][CH:7]=1.C(N(C(C)C)CC)(C)C.[CH:19]([N:22]=[C:23]=[O:24])([CH3:21])[CH3:20]. Product: [Br:1][C:2]1[CH:3]=[C:4]([CH2:8][NH:9][C:23]([NH:22][CH:19]([CH3:21])[CH3:20])=[O:24])[CH:5]=[N:6][CH:7]=1. The catalyst class is: 12.